This data is from Reaction yield outcomes from USPTO patents with 853,638 reactions. The task is: Predict the reaction yield, written as a fraction of the theoretical maximum amount of product (1.0 means a 100% yield; for example, 0.34 means a 34% yield). (1) The reactants are [F-].[K+].[F:3][C:4]([Si](C)(C)C)([F:6])[F:5].I[C:12]1[CH:13]=[N:14][C:15]([O:18][CH:19]2[CH2:24][CH2:23][N:22]([C:25]([O:27][C:28]([CH3:31])([CH3:30])[CH3:29])=[O:26])[CH2:21][CH2:20]2)=[N:16][CH:17]=1. The catalyst is [Cu](I)I.CN(C=O)C. The product is [F:3][C:4]([F:6])([F:5])[C:12]1[CH:17]=[N:16][C:15]([O:18][CH:19]2[CH2:20][CH2:21][N:22]([C:25]([O:27][C:28]([CH3:31])([CH3:30])[CH3:29])=[O:26])[CH2:23][CH2:24]2)=[N:14][CH:13]=1. The yield is 0.540. (2) The reactants are Br[C:2]1[CH:10]=[C:9]2[C:5]([CH:6]=[CH:7][NH:8]2)=[CH:4][CH:3]=1.[Na+].[I-:12].CN[C@H]1CCCC[C@@H]1NC. The catalyst is [Cu]I.O1CCOCC1. The product is [I:12][C:2]1[CH:10]=[C:9]2[C:5]([CH:6]=[CH:7][NH:8]2)=[CH:4][CH:3]=1. The yield is 0.650. (3) The reactants are [CH:1]1([CH2:4][O:5][CH:6]2[CH2:11][CH2:10][NH:9][CH2:8][CH2:7]2)[CH2:3][CH2:2]1.Cl[CH2:13][CH2:14][CH2:15][N:16]1[C:21]2[C:22]([F:27])=[CH:23][CH:24]=[C:25]([F:26])[C:20]=2[O:19][CH2:18][C:17]1=[O:28].C([O-])([O-])=O.[K+].[K+]. No catalyst specified. The product is [CH:1]1([CH2:4][O:5][CH:6]2[CH2:11][CH2:10][N:9]([CH2:13][CH2:14][CH2:15][N:16]3[C:21]4[C:22]([F:27])=[CH:23][CH:24]=[C:25]([F:26])[C:20]=4[O:19][CH2:18][C:17]3=[O:28])[CH2:8][CH2:7]2)[CH2:2][CH2:3]1. The yield is 0.370. (4) The reactants are [CH3:1][O:2][C:3]1[CH:4]=[C:5]([NH2:15])[CH:6]=[CH:7][C:8]=1[N:9]1[CH:13]=[C:12]([CH3:14])[N:11]=[CH:10]1.Cl[C:17]1[CH:22]=[C:21]([CH3:23])[N:20]=[C:19]([N:24]2[CH2:29][CH2:28][CH2:27][CH2:26][CH2:25]2)[N:18]=1. No catalyst specified. The product is [CH3:1][O:2][C:3]1[CH:4]=[C:5]([NH:15][C:17]2[CH:22]=[C:21]([CH3:23])[N:20]=[C:19]([N:24]3[CH2:29][CH2:28][CH2:27][CH2:26][CH2:25]3)[N:18]=2)[CH:6]=[CH:7][C:8]=1[N:9]1[CH:13]=[C:12]([CH3:14])[N:11]=[CH:10]1. The yield is 0.790. (5) The reactants are [CH3:1][C:2]1[NH:3][CH:4]=[CH:5][N:6]=1.[H-].[Na+].F[C:10]1[CH:11]=[N:12][CH:13]=[CH:14][CH:15]=1.C(=O)(O)[O-].[Na+]. The catalyst is CN(C=O)C. The product is [CH3:1][C:2]1[N:3]([C:10]2[CH:11]=[N:12][CH:13]=[CH:14][CH:15]=2)[CH:4]=[CH:5][N:6]=1. The yield is 0.300.